Task: Regression. Given two drug SMILES strings and cell line genomic features, predict the synergy score measuring deviation from expected non-interaction effect.. Dataset: NCI-60 drug combinations with 297,098 pairs across 59 cell lines (1) Drug 1: CCC1=CC2CC(C3=C(CN(C2)C1)C4=CC=CC=C4N3)(C5=C(C=C6C(=C5)C78CCN9C7C(C=CC9)(C(C(C8N6C)(C(=O)OC)O)OC(=O)C)CC)OC)C(=O)OC.C(C(C(=O)O)O)(C(=O)O)O. Drug 2: CC1C(C(CC(O1)OC2CC(CC3=C2C(=C4C(=C3O)C(=O)C5=C(C4=O)C(=CC=C5)OC)O)(C(=O)C)O)N)O.Cl. Cell line: MCF7. Synergy scores: CSS=21.5, Synergy_ZIP=-8.83, Synergy_Bliss=-4.52, Synergy_Loewe=-6.64, Synergy_HSA=-2.23. (2) Drug 1: CC1=C(C=C(C=C1)NC2=NC=CC(=N2)N(C)C3=CC4=NN(C(=C4C=C3)C)C)S(=O)(=O)N.Cl. Drug 2: CC(C)(C#N)C1=CC(=CC(=C1)CN2C=NC=N2)C(C)(C)C#N. Cell line: 786-0. Synergy scores: CSS=6.30, Synergy_ZIP=0.0614, Synergy_Bliss=4.52, Synergy_Loewe=2.50, Synergy_HSA=4.87.